From a dataset of Catalyst prediction with 721,799 reactions and 888 catalyst types from USPTO. Predict which catalyst facilitates the given reaction. (1) Reactant: C(OC(=O)[NH:7][C:8]1([C:12]2[CH:17]=[CH:16][C:15]([C:18]3[C:31]([C:32]4[CH:37]=[CH:36][CH:35]=[CH:34][CH:33]=4)=[CH:30][N:21]4[N:22]=[C:23]5[C:28]([CH:27]=[C:26]([F:29])[CH:25]=[CH:24]5)=[C:20]4[N:19]=3)=[CH:14][CH:13]=2)[CH2:11][CH2:10][CH2:9]1)(C)(C)C.Cl. Product: [F:29][C:26]1[CH:25]=[CH:24][C:23]2[C:28](=[C:20]3[N:19]=[C:18]([C:15]4[CH:14]=[CH:13][C:12]([C:8]5([NH2:7])[CH2:9][CH2:10][CH2:11]5)=[CH:17][CH:16]=4)[C:31]([C:32]4[CH:33]=[CH:34][CH:35]=[CH:36][CH:37]=4)=[CH:30][N:21]3[N:22]=2)[CH:27]=1. The catalyst class is: 12. (2) Reactant: [CH2:1]([N:3]1[C:8](=[O:9])[C:7]2[C:10]([CH3:13])=[CH:11][S:12][C:6]=2[NH:5][C:4]1=[O:14])[CH3:2].[Br:15]N1C(=O)CCC1=O.CO. Product: [Br:15][C:11]1[S:12][C:6]2[NH:5][C:4](=[O:14])[N:3]([CH2:1][CH3:2])[C:8](=[O:9])[C:7]=2[C:10]=1[CH3:13]. The catalyst class is: 22. (3) Reactant: [NH2:1][C:2]1[CH:3]=[C:4]([OH:9])[CH:5]=[CH:6][C:7]=1[F:8].I[C:11]1[CH:12]=[CH:13][C:14]2[N:15]([CH:17]=[C:18]([NH:20][C:21]([CH:23]3[CH2:25][CH:24]3[CH3:26])=[O:22])[N:19]=2)[N:16]=1.C(=O)([O-])[O-].[K+].[K+]. Product: [NH2:1][C:2]1[CH:3]=[C:4]([CH:5]=[CH:6][C:7]=1[F:8])[O:9][C:11]1[CH:12]=[CH:13][C:14]2[N:15]([CH:17]=[C:18]([NH:20][C:21]([CH:23]3[CH2:25][CH:24]3[CH3:26])=[O:22])[N:19]=2)[N:16]=1. The catalyst class is: 391.